Dataset: M1 muscarinic receptor antagonist screen with 61,756 compounds. Task: Binary Classification. Given a drug SMILES string, predict its activity (active/inactive) in a high-throughput screening assay against a specified biological target. (1) The compound is o1c(nc(c1NCc1cc2OCOc2cc1)C#N)Cc1c2c(ccc1)cccc2. The result is 0 (inactive). (2) The drug is O=C(NC1CCCC1)C(N(c1ccc(cc1)C)C(=O)Cn1nc(nn1)c1oc(cc1)C)c1occc1. The result is 0 (inactive).